Dataset: Reaction yield outcomes from USPTO patents with 853,638 reactions. Task: Predict the reaction yield, written as a fraction of the theoretical maximum amount of product (1.0 means a 100% yield; for example, 0.34 means a 34% yield). (1) The reactants are [F:1][C:2]1[CH:7]=[CH:6][C:5]([F:8])=[CH:4][C:3]=1[S:9]([NH:12][C:13]1[CH:14]=[C:15]([CH:20]=[CH:21][C:22]=1[F:23])[C:16]([O:18]C)=O)(=[O:11])=[O:10].[Li+].C[Si]([N-][Si](C)(C)C)(C)C.[Cl:34][C:35]1[N:40]=[C:39]([CH3:41])[CH:38]=[CH:37][N:36]=1. The catalyst is C1COCC1. The product is [Cl:34][C:35]1[N:40]=[C:39]([CH2:41][C:16]([C:15]2[CH:20]=[CH:21][C:22]([F:23])=[C:13]([NH:12][S:9]([C:3]3[CH:4]=[C:5]([F:8])[CH:6]=[CH:7][C:2]=3[F:1])(=[O:10])=[O:11])[CH:14]=2)=[O:18])[CH:38]=[CH:37][N:36]=1. The yield is 0.608. (2) The reactants are [Cl-].[NH2:2][C:3]1[C:4]2[C:14]([O:15][CH2:16][CH2:17][CH2:18][CH2:19][CH2:20][CH2:21][NH3+:22])=[CH:13][CH:12]=[CH:11][C:5]=2[NH:6][S:7](=[O:10])(=[O:9])[N:8]=1.CCN(CC)CC.[N:30]([CH2:33][C:34]1[CH:39]=[CH:38][C:37]([O:40][CH3:41])=[CH:36][CH:35]=1)=[C:31]=[O:32]. The catalyst is C(Cl)Cl. The yield is 0.810. The product is [NH2:2][C:3]1[C:4]2[C:14]([O:15][CH2:16][CH2:17][CH2:18][CH2:19][CH2:20][CH2:21][NH:22][C:31]([NH:30][CH2:33][C:34]3[CH:39]=[CH:38][C:37]([O:40][CH3:41])=[CH:36][CH:35]=3)=[O:32])=[CH:13][CH:12]=[CH:11][C:5]=2[NH:6][S:7](=[O:10])(=[O:9])[N:8]=1. (3) The reactants are Br[C:2]1[CH:7]=[CH:6][C:5]([S:8][CH3:9])=[CH:4][CH:3]=1.C([Li])CCC.C[O:16][B:17](OC)[O:18]C.[OH-].[Na+].C(O)(=O)CC(CC(O)=O)(C(O)=O)O. The product is [CH3:9][S:8][C:5]1[CH:6]=[CH:7][C:2]([B:17]([OH:18])[OH:16])=[CH:3][CH:4]=1. The yield is 0.360. The catalyst is O.C1COCC1. (4) The reactants are [CH3:1][O:2][C:3]1[CH:4]=[C:5]([C:13]2[CH:14]=[C:15]3[CH2:21][C:20](=[O:22])[NH:19][C:16]3=[N:17][CH:18]=2)[CH:6]=[C:7]([O:11][CH3:12])[C:8]=1[O:9][CH3:10].CN(CCN(C)C)C.[Li][CH2:32][CH2:33][CH2:34][CH3:35].[CH2:36](Br)[C:37]1[CH:42]=[CH:41][CH:40]=[CH:39][CH:38]=1.[CH2:44]1[CH2:48]OC[CH2:45]1. No catalyst specified. The product is [CH2:35]([C:21]1([CH2:36][C:37]2[CH:42]=[CH:41][CH:40]=[CH:39][CH:38]=2)[C:15]2[C:16](=[N:17][CH:18]=[C:13]([C:5]3[CH:6]=[C:7]([O:11][CH3:12])[C:8]([O:9][CH3:10])=[C:3]([O:2][CH3:1])[CH:4]=3)[CH:14]=2)[NH:19][C:20]1=[O:22])[C:34]1[CH:48]=[CH:44][CH:45]=[CH:32][CH:33]=1. The yield is 0.380.